This data is from Reaction yield outcomes from USPTO patents with 853,638 reactions. The task is: Predict the reaction yield, written as a fraction of the theoretical maximum amount of product (1.0 means a 100% yield; for example, 0.34 means a 34% yield). The reactants are [CH3:1][C:2]1[C:11]([N+:12]([O-:14])=[O:13])=[CH:10][CH:9]=[CH:8][C:3]=1[C:4]([O:6][CH3:7])=[O:5].[Br:15]N1C(=O)CCC1=O. The catalyst is C(Cl)(Cl)(Cl)Cl. The product is [Br:15][CH2:1][C:2]1[C:11]([N+:12]([O-:14])=[O:13])=[CH:10][CH:9]=[CH:8][C:3]=1[C:4]([O:6][CH3:7])=[O:5]. The yield is 0.930.